This data is from Reaction yield outcomes from USPTO patents with 853,638 reactions. The task is: Predict the reaction yield, written as a fraction of the theoretical maximum amount of product (1.0 means a 100% yield; for example, 0.34 means a 34% yield). (1) The reactants are [CH3:1][O:2][C:3]1[C:4]([O:16][CH2:17][CH2:18][Cl:19])=[CH:5][C:6]([N+:13]([O-])=O)=[C:7]([CH:12]=1)[C:8]([O:10][CH3:11])=[O:9].[H][H]. The catalyst is [Pt]=S.[C].CO. The product is [CH3:1][O:2][C:3]1[CH:12]=[C:7]([C:8]([O:10][CH3:11])=[O:9])[C:6]([NH2:13])=[CH:5][C:4]=1[O:16][CH2:17][CH2:18][Cl:19]. The yield is 0.930. (2) The reactants are [CH2:1]([C:5]([C:21]1[CH:26]=[CH:25][C:24]([O:27][CH2:28][C:29]([O:31]CC)=[O:30])=[CH:23][CH:22]=1)=[C:6]([C:14]1[CH:19]=[CH:18][C:17]([OH:20])=[CH:16][CH:15]=1)[C:7]1[CH:12]=[CH:11][C:10]([OH:13])=[CH:9][CH:8]=1)[CH2:2][CH2:3][CH3:4].[OH-].[Na+].Cl. The catalyst is C1COCC1.CCO. The product is [CH2:1]([C:5]([C:21]1[CH:22]=[CH:23][C:24]([O:27][CH2:28][C:29]([OH:31])=[O:30])=[CH:25][CH:26]=1)=[C:6]([C:14]1[CH:19]=[CH:18][C:17]([OH:20])=[CH:16][CH:15]=1)[C:7]1[CH:8]=[CH:9][C:10]([OH:13])=[CH:11][CH:12]=1)[CH2:2][CH2:3][CH3:4]. The yield is 0.740. (3) The yield is 0.910. The catalyst is C(Cl)Cl. The reactants are C(=O)(O)[O-].[Na+].O.[OH:7][CH:8]1[CH2:13][CH2:12][NH:11][CH2:10][CH2:9]1.[N:14]#[C:15]Br. The product is [C:15]([N:11]1[CH2:12][CH2:13][CH:8]([OH:7])[CH2:9][CH2:10]1)#[N:14].